Dataset: Forward reaction prediction with 1.9M reactions from USPTO patents (1976-2016). Task: Predict the product of the given reaction. (1) Given the reactants [H-].[Na+].[C:3]1([N:9]2[C:21]3[CH:20]=[CH:19][C:18]([C:22]4[CH:23]=[CH:24][C:25]5[NH:26][C:27]6[C:32]([C:33]=5[CH:34]=4)=[CH:31][CH:30]=[CH:29][CH:28]=6)=[CH:17][C:16]=3[C:15]3[C:10]2=[CH:11][CH:12]=[CH:13][CH:14]=3)[CH:8]=[CH:7][CH:6]=[CH:5][CH:4]=1.Cl[C:36]1[N:41]=[C:40]([C:42]2[CH:47]=[CH:46][CH:45]=[CH:44][CH:43]=2)[N:39]=[C:38]([C:48]2[CH:53]=[CH:52][CH:51]=[CH:50][CH:49]=2)[N:37]=1.O, predict the reaction product. The product is: [C:48]1([C:38]2[N:39]=[C:40]([C:42]3[CH:43]=[CH:44][CH:45]=[CH:46][CH:47]=3)[N:41]=[C:36]([N:26]3[C:25]4[CH:24]=[CH:23][C:22]([C:18]5[CH:19]=[CH:20][C:21]6[N:9]([C:3]7[CH:8]=[CH:7][CH:6]=[CH:5][CH:4]=7)[C:10]7[C:15]([C:16]=6[CH:17]=5)=[CH:14][CH:13]=[CH:12][CH:11]=7)=[CH:34][C:33]=4[C:32]4[C:27]3=[CH:28][CH:29]=[CH:30][CH:31]=4)[N:37]=2)[CH:53]=[CH:52][CH:51]=[CH:50][CH:49]=1. (2) Given the reactants [Cl:1][C:2]1[C:3]([NH:15][CH:16]2[CH2:21][CH2:20][CH2:19][CH:18]([NH:22]C(=O)OC(C)(C)C)[CH2:17]2)=[N:4][C:5]([NH:8][C:9]2[S:13][N:12]=[C:11]([CH3:14])[CH:10]=2)=[N:6][CH:7]=1.Cl.O1CCOCC1, predict the reaction product. The product is: [NH2:22][CH:18]1[CH2:19][CH2:20][CH2:21][CH:16]([NH:15][C:3]2[C:2]([Cl:1])=[CH:7][N:6]=[C:5]([NH:8][C:9]3[S:13][N:12]=[C:11]([CH3:14])[CH:10]=3)[N:4]=2)[CH2:17]1. (3) The product is: [C:31]([N:1]1[CH2:2][CH2:3][CH:4]([NH:7][C:8]([C:10]2[C:14]3[N:15]=[CH:16][N:17]=[C:18]([C:19]4[CH:24]=[C:23]([CH3:25])[CH:22]=[CH:21][C:20]=4[O:26][CH2:27][CH:28]4[CH2:29][CH2:30]4)[C:13]=3[NH:12][CH:11]=2)=[O:9])[CH2:5][CH2:6]1)(=[O:33])[CH3:32]. Given the reactants [NH:1]1[CH2:6][CH2:5][CH:4]([NH:7][C:8]([C:10]2[C:14]3[N:15]=[CH:16][N:17]=[C:18]([C:19]4[CH:24]=[C:23]([CH3:25])[CH:22]=[CH:21][C:20]=4[O:26][CH2:27][CH:28]4[CH2:30][CH2:29]4)[C:13]=3[NH:12][CH:11]=2)=[O:9])[CH2:3][CH2:2]1.[C:31](Cl)(=[O:33])[CH3:32], predict the reaction product. (4) Given the reactants [ClH:1].[CH2:2]([O:9][C:10]1[C:11]([NH:17][C:18]2[S:19][CH:20]=[C:21]([CH3:23])[N:22]=2)=[N:12][CH:13]=[C:14](Br)[CH:15]=1)[C:3]1[CH:8]=[CH:7][CH:6]=[CH:5][CH:4]=1.[Li]C.[CH2:26]([Li])CCC.IC, predict the reaction product. The product is: [ClH:1].[CH2:2]([O:9][C:10]1[C:11]([NH:17][C:18]2[S:19][CH:20]=[C:21]([CH3:23])[N:22]=2)=[N:12][CH:13]=[C:14]([CH3:26])[CH:15]=1)[C:3]1[CH:8]=[CH:7][CH:6]=[CH:5][CH:4]=1. (5) Given the reactants [Na:1].[F:2][C:3]([F:11])([S:7]([OH:10])(=[O:9])=[O:8])[C:4]([OH:6])=[O:5].[O:12]=[C:13]1[CH:20]2[CH2:21][C:16]3(O)[CH2:17][CH:18]([CH2:22][CH:14]1[CH2:15]3)[CH2:19]2.C(C1C=CC=CC=1)C.S(=O)(=O)(O)O, predict the reaction product. The product is: [Na:1].[O:12]=[C:13]1[CH:14]2[CH2:22][C:18]3([O:5][C:4]([C:3]([F:11])([F:2])[S:7]([OH:10])(=[O:9])=[O:8])=[O:6])[CH2:17][CH:16]([CH2:21][CH:20]1[CH2:19]3)[CH2:15]2. (6) Given the reactants [CH:1]1([C@H:4]2[O:9][CH2:8][C@@H:7]([C:10]3[CH:15]=[CH:14][CH:13]=[CH:12][CH:11]=3)[NH:6][CH2:5]2)[CH2:3][CH2:2]1.Br[C:17]1[CH:18]=[CH:19][C:20]2[O:21][CH2:22][C:23](=[O:27])[NH:24][C:25]=2[N:26]=1, predict the reaction product. The product is: [CH:1]1([C@@H:4]2[CH2:5][N:6]([C:17]3[CH:18]=[CH:19][C:20]4[O:21][CH2:22][C:23](=[O:27])[NH:24][C:25]=4[N:26]=3)[C@H:7]([C:10]3[CH:15]=[CH:14][CH:13]=[CH:12][CH:11]=3)[CH2:8][O:9]2)[CH2:3][CH2:2]1. (7) Given the reactants [NH2:1][CH:2](C1C2CCCCC=2C=CC=1)[CH2:3][N:4]1[C:13]([C:14]#[N:15])=[C:12]([C:16]2[CH:21]=[CH:20][CH:19]=[CH:18][CH:17]=2)[C:11]2[C:6](=[CH:7][CH:8]=[C:9]([O:22][CH3:23])[CH:10]=2)[C:5]1=[O:24].[C:35](=[O:38])([O-:37])N, predict the reaction product. The product is: [C:6]([O:37][C:35](=[O:38])[NH:1][CH2:2][CH2:3][N:4]1[C:13]([C:14]#[N:15])=[C:12]([C:16]2[CH:21]=[CH:20][CH:19]=[CH:18][CH:17]=2)[C:11]2[C:6](=[CH:7][CH:8]=[C:9]([O:22][CH3:23])[CH:10]=2)[C:5]1=[O:24])([CH3:11])([CH3:7])[CH3:5]. (8) Given the reactants [NH2:1][C:2]1[C:3]2[CH:10]=[CH:9][N:8]([C@@H:11]3[O:26][C@H:25]([CH2:27][O:28][Si](C(C)(C)C)(C)C)[C@@H:14]([O:15][C:16](=[O:24])[CH2:17][CH2:18][CH2:19][CH2:20][CH2:21][CH2:22][CH3:23])[C@@:12]3([CH3:36])[OH:13])[C:4]=2[N:5]=[CH:6][N:7]=1.C(N(CC)CC)C.F.F.F.C(N(CC)CC)C, predict the reaction product. The product is: [NH2:1][C:2]1[C:3]2[CH:10]=[CH:9][N:8]([C@@H:11]3[O:26][C@H:25]([CH2:27][OH:28])[C@@H:14]([O:15][C:16](=[O:24])[CH2:17][CH2:18][CH2:19][CH2:20][CH2:21][CH2:22][CH3:23])[C@@:12]3([CH3:36])[OH:13])[C:4]=2[N:5]=[CH:6][N:7]=1.